Dataset: Forward reaction prediction with 1.9M reactions from USPTO patents (1976-2016). Task: Predict the product of the given reaction. (1) Given the reactants [Cl:1][C:2]1[C:7]([N:8]2[CH2:13][CH2:12][CH:11]([C:14]3[N:19]=[C:18]([O:20][CH3:21])[CH:17]=[C:16]([O:22][CH3:23])[N:15]=3)[CH2:10][CH2:9]2)=[CH:6][N:5]=[N:4][C:3]=1[NH:24][NH:25][C:26](=O)[CH2:27][C:28]([F:31])([F:30])[F:29].P(Cl)(Cl)(Cl)=O, predict the reaction product. The product is: [Cl:1][C:2]1[C:3]2[N:4]([C:26]([CH2:27][C:28]([F:31])([F:30])[F:29])=[N:25][N:24]=2)[N:5]=[CH:6][C:7]=1[N:8]1[CH2:9][CH2:10][CH:11]([C:14]2[N:15]=[C:16]([O:22][CH3:23])[CH:17]=[C:18]([O:20][CH3:21])[N:19]=2)[CH2:12][CH2:13]1. (2) The product is: [CH:29]1[C:38]2[C:33](=[CH:34][CH:35]=[C:36]([C:2]3[CH:3]=[C:4]([NH:9][C:10](=[O:28])[C:11]4[CH:16]=[CH:15][C:14]([CH2:17][N:18]5[CH2:23][CH2:22][O:21][CH2:20][CH2:19]5)=[C:13]([C:24]([F:26])([F:25])[F:27])[CH:12]=4)[CH:5]=[CH:6][C:7]=3[CH3:8])[CH:37]=2)[CH:32]=[CH:31][N:30]=1. Given the reactants Br[C:2]1[CH:3]=[C:4]([NH:9][C:10](=[O:28])[C:11]2[CH:16]=[CH:15][C:14]([CH2:17][N:18]3[CH2:23][CH2:22][O:21][CH2:20][CH2:19]3)=[C:13]([C:24]([F:27])([F:26])[F:25])[CH:12]=2)[CH:5]=[CH:6][C:7]=1[CH3:8].[CH:29]1[C:38]2[C:33](=[CH:34][CH:35]=[C:36](OS(C(F)(F)F)(=O)=O)[CH:37]=2)[CH:32]=[CH:31][N:30]=1, predict the reaction product. (3) Given the reactants [NH:1]1[CH2:6][CH2:5][O:4][CH2:3][CH2:2]1.Cl[C:8]1[C:13]([F:14])=[C:12]([NH2:15])[CH:11]=[CH:10][N:9]=1.[Cl-].[NH4+], predict the reaction product. The product is: [F:14][C:13]1[C:8]([N:1]2[CH2:6][CH2:5][O:4][CH2:3][CH2:2]2)=[N:9][CH:10]=[CH:11][C:12]=1[NH2:15]. (4) The product is: [CH3:32][O:31][C:25]1[CH:24]=[C:23]([NH:22][C:20]([NH:19][C:16]2[CH:17]=[CH:18][C:10]([O:9][CH:8]([C:5]3[CH:4]=[CH:3][C:2]([F:1])=[CH:7][CH:6]=3)[C:33]3[CH:38]=[CH:37][C:36]([C:39]([F:42])([F:40])[F:41])=[CH:35][CH:34]=3)=[C:11]([CH:15]=2)[C:12]([NH:44][CH:48]([CH3:49])[CH3:47])=[O:14])=[O:21])[CH:28]=[CH:27][C:26]=1[O:29][CH3:30]. Given the reactants [F:1][C:2]1[CH:7]=[CH:6][C:5]([CH:8]([C:33]2[CH:38]=[CH:37][C:36]([C:39]([F:42])([F:41])[F:40])=[CH:35][CH:34]=2)[O:9][C:10]2[CH:18]=[CH:17][C:16]([NH:19][C:20]([NH:22][C:23]3[CH:28]=[CH:27][C:26]([O:29][CH3:30])=[C:25]([O:31][CH3:32])[CH:24]=3)=[O:21])=[CH:15][C:11]=2[C:12]([O-:14])=O)=[CH:4][CH:3]=1.O[N:44]1[C:48]2[CH:49]=CC=C[C:47]=2N=N1.C(N)(C)C.Cl.CN(C)CCCN=C=NCC, predict the reaction product. (5) Given the reactants [Br:1][C:2]1[CH:3]=[C:4]2[C:9](Cl)=[C:8]([C:11]([NH2:13])=[O:12])[CH:7]=[N:6][N:5]2[CH:14]=1.[NH2:15][C@H:16]1[C@@H:20]([O:21][CH3:22])[CH2:19][N:18](C(OCC2C=CC=CC=2)=O)[CH2:17]1.CCN(C(C)C)C(C)C.I[Si](C)(C)C, predict the reaction product. The product is: [Br:1][C:2]1[CH:3]=[C:4]2[C:9]([NH:15][C@H:16]3[C@@H:20]([O:21][CH3:22])[CH2:19][NH:18][CH2:17]3)=[C:8]([C:11]([NH2:13])=[O:12])[CH:7]=[N:6][N:5]2[CH:14]=1. (6) The product is: [Cl:1][C:2]1[N:7]=[CH:6][C:5]2[C:8]([N:16]3[CH2:20][CH2:19][CH:18]([OH:32])[C:17]3=[O:21])=[CH:9][N:10]([CH:11]([CH3:12])[CH3:13])[C:4]=2[CH:3]=1. Given the reactants [Cl:1][C:2]1[N:7]=[CH:6][C:5]2[C:8](I)=[CH:9][N:10]([CH:11]([CH2:13]C)[CH3:12])[C:4]=2[CH:3]=1.[NH:16]1[CH2:20][CH2:19][CH2:18][C:17]1=[O:21].CN[C@@H]1CCCC[C@H]1NC.[O-:32]P(OP(OP([O-])([O-])=O)([O-])=O)(=O)[O-].[K+].[K+].[K+].[K+].[K+], predict the reaction product. (7) Given the reactants Br[C:2]1[CH:7]=[C:6]([CH:8]=[O:9])[C:5]([O:10][CH3:11])=[CH:4][C:3]=1[C:12]1[CH:17]=[CH:16][C:15]([F:18])=[CH:14][CH:13]=1.[CH:19]1(B(O)O)[CH2:21][CH2:20]1.C1(P(C2CCCCC2)C2C=CC=CC=2C2C(OC)=CC=CC=2OC)CCCCC1.C(=O)([O-])[O-].[Na+].[Na+], predict the reaction product. The product is: [CH:19]1([C:2]2[CH:7]=[C:6]([CH:8]=[O:9])[C:5]([O:10][CH3:11])=[CH:4][C:3]=2[C:12]2[CH:17]=[CH:16][C:15]([F:18])=[CH:14][CH:13]=2)[CH2:21][CH2:20]1. (8) Given the reactants Cl[CH2:2]/[CH:3]=[CH:4]/[C@H:5]1[CH2:10][CH2:9][C@H:8]([CH2:11][CH2:12][N:13]([CH3:27])[S:14]([C:17]2[CH:22]=[CH:21][C:20]([C:23]([F:26])([F:25])[F:24])=[CH:19][CH:18]=2)(=[O:16])=[O:15])[CH2:7][CH2:6]1.[NH:28]1[CH2:33][CH2:32][CH2:31][CH2:30][CH2:29]1, predict the reaction product. The product is: [CH3:27][N:13]([CH2:12][CH2:11][C@H:8]1[CH2:9][CH2:10][C@H:5](/[CH:4]=[CH:3]/[CH2:2][N:28]2[CH2:33][CH2:32][CH2:31][CH2:30][CH2:29]2)[CH2:6][CH2:7]1)[S:14]([C:17]1[CH:22]=[CH:21][C:20]([C:23]([F:26])([F:25])[F:24])=[CH:19][CH:18]=1)(=[O:16])=[O:15]. (9) Given the reactants [C:1]([O:5][C:6]([N:8]1[CH:14](C(=O)NCC(C2C=CC(Br)=CC=2)=O)[CH2:13][C:10]2([CH2:12][CH2:11]2)[CH2:9]1)=[O:7])([CH3:4])([CH3:3])[CH3:2].C([O-])(=O)C.[NH4+], predict the reaction product. The product is: [C:1]([O:5][C:6]([N:8]1[CH2:14][CH2:13][C:10]2([CH2:12][CH2:11]2)[CH2:9]1)=[O:7])([CH3:4])([CH3:2])[CH3:3].